Dataset: Catalyst prediction with 721,799 reactions and 888 catalyst types from USPTO. Task: Predict which catalyst facilitates the given reaction. (1) Reactant: [CH2:1]([C:5]1[CH:10]=[CH:9][C:8]([NH:11][CH2:12][C:13]2[CH:18]=[CH:17][C:16]([N:19]([CH3:21])[CH3:20])=[CH:15][CH:14]=2)=[CH:7][CH:6]=1)[CH2:2][CH2:3][CH3:4].[CH:22]([C:25]1[CH:30]=[CH:29][CH:28]=[C:27]([CH:31]([CH3:33])[CH3:32])[C:26]=1[N:34]=[C:35]=[O:36])([CH3:24])[CH3:23]. Product: [CH2:1]([C:5]1[CH:10]=[CH:9][C:8]([N:11]([CH2:12][C:13]2[CH:18]=[CH:17][C:16]([N:19]([CH3:21])[CH3:20])=[CH:15][CH:14]=2)[C:35]([NH:34][C:26]2[C:25]([CH:22]([CH3:23])[CH3:24])=[CH:30][CH:29]=[CH:28][C:27]=2[CH:31]([CH3:33])[CH3:32])=[O:36])=[CH:7][CH:6]=1)[CH2:2][CH2:3][CH3:4]. The catalyst class is: 48. (2) Reactant: [Cl:1][C:2]1[CH:7]=[CH:6][C:5]([CH:8]2[CH:12]([C:13]3[CH:18]=[CH:17][C:16]([Cl:19])=[CH:15][CH:14]=3)[N:11]([C:20](Cl)=[O:21])[C:10]([C:23]3[CH:28]=[CH:27][CH:26]=[CH:25][C:24]=3[O:29][CH:30]([CH3:32])[CH3:31])=[N:9]2)=[CH:4][CH:3]=1.C(N(CC)CC)C.[N:40]1([CH:45]2[CH2:50][CH2:49][NH:48][CH2:47][CH2:46]2)[CH2:44][CH2:43][CH2:42][CH2:41]1.O. Product: [Cl:1][C:2]1[CH:3]=[CH:4][C:5]([CH:8]2[CH:12]([C:13]3[CH:14]=[CH:15][C:16]([Cl:19])=[CH:17][CH:18]=3)[N:11]([C:20]([N:48]3[CH2:49][CH2:50][CH:45]([N:40]4[CH2:44][CH2:43][CH2:42][CH2:41]4)[CH2:46][CH2:47]3)=[O:21])[C:10]([C:23]3[CH:28]=[CH:27][CH:26]=[CH:25][C:24]=3[O:29][CH:30]([CH3:32])[CH3:31])=[N:9]2)=[CH:6][CH:7]=1. The catalyst class is: 2. (3) Reactant: [Br:1][C:2]1[C:10]2[O:9][C:8]([C:11]([OH:13])=O)=[CH:7][C:6]=2[CH:5]=[CH:4][CH:3]=1.[C:14]1([NH2:25])[C:19](F)=[C:18](F)[C:17](F)=[C:16](N)C=1F.Cl.Cl.CN(C(O[N:36]1N=N[C:38]2C=CC=N[C:37]1=2)=[N+](C)C)C.F[P-](F)(F)(F)(F)F.C(N(CC)C(C)C)(C)C. Product: [N:25]12[CH2:16][CH2:17][CH:18]([CH2:19][CH2:14]1)[C@@H:37]([NH:36][C:11]([C:8]1[O:9][C:10]3[C:2]([Br:1])=[CH:3][CH:4]=[CH:5][C:6]=3[CH:7]=1)=[O:13])[CH2:38]2. The catalyst class is: 3. (4) Reactant: [C:1]([O:5][C:6]([N:8]1[CH2:12][C@H:11](O)[CH2:10][C@H:9]1[CH2:14]O)=[O:7])([CH3:4])([CH3:3])[CH3:2].[C:16]([NH2:20])([CH3:19])([CH3:18])[CH3:17]. Product: [C:1]([O:5][C:6]([N:8]1[CH2:12][C@@H:11]2[CH2:10][C@H:9]1[CH2:14][N:20]2[C:16]([CH3:19])([CH3:18])[CH3:17])=[O:7])([CH3:4])([CH3:3])[CH3:2]. The catalyst class is: 11.